From a dataset of NCI-60 drug combinations with 297,098 pairs across 59 cell lines. Regression. Given two drug SMILES strings and cell line genomic features, predict the synergy score measuring deviation from expected non-interaction effect. (1) Drug 1: C1=CC(=CC=C1CCCC(=O)O)N(CCCl)CCCl. Cell line: LOX IMVI. Synergy scores: CSS=53.6, Synergy_ZIP=-3.58, Synergy_Bliss=-7.71, Synergy_Loewe=-13.6, Synergy_HSA=-3.53. Drug 2: CN(CC1=CN=C2C(=N1)C(=NC(=N2)N)N)C3=CC=C(C=C3)C(=O)NC(CCC(=O)O)C(=O)O. (2) Drug 1: CC1=C(C(=O)C2=C(C1=O)N3CC4C(C3(C2COC(=O)N)OC)N4)N. Drug 2: CC1C(C(CC(O1)OC2CC(CC3=C2C(=C4C(=C3O)C(=O)C5=CC=CC=C5C4=O)O)(C(=O)C)O)N)O. Cell line: K-562. Synergy scores: CSS=32.0, Synergy_ZIP=1.96, Synergy_Bliss=4.25, Synergy_Loewe=-11.5, Synergy_HSA=3.04. (3) Drug 1: C1=CC(=CC=C1CC(C(=O)O)N)N(CCCl)CCCl.Cl. Drug 2: C1C(C(OC1N2C=NC3=C(N=C(N=C32)Cl)N)CO)O. Cell line: SK-OV-3. Synergy scores: CSS=-0.193, Synergy_ZIP=-1.25, Synergy_Bliss=-3.07, Synergy_Loewe=-4.00, Synergy_HSA=-4.94.